From a dataset of Forward reaction prediction with 1.9M reactions from USPTO patents (1976-2016). Predict the product of the given reaction. (1) Given the reactants [Cl:1][C:2]1[CH:3]=[C:4]2[C:8](=[C:9]([NH:11][CH:12]3[CH2:17][CH2:16][NH:15][CH2:14][CH2:13]3)[CH:10]=1)[NH:7][C:6]([C:18]1[CH:23]=[CH:22][CH:21]=[CH:20][CH:19]=1)=[CH:5]2.[C:24]1([N:30]=[C:31]=[O:32])[CH:29]=[CH:28][CH:27]=[CH:26][CH:25]=1, predict the reaction product. The product is: [C:24]1([NH:30][C:31]([N:15]2[CH2:14][CH2:13][CH:12]([NH:11][C:9]3[CH:10]=[C:2]([Cl:1])[CH:3]=[C:4]4[C:8]=3[NH:7][C:6]([C:18]3[CH:23]=[CH:22][CH:21]=[CH:20][CH:19]=3)=[CH:5]4)[CH2:17][CH2:16]2)=[O:32])[CH:29]=[CH:28][CH:27]=[CH:26][CH:25]=1. (2) The product is: [CH3:22][O:23][C:24]1[N:29]=[CH:28][C:27]([C:2]2[CH:21]=[CH:20][C:5]3[N:6]=[C:7]([N:9]4[CH2:13][CH2:12][C@@H:11]([N:14]5[CH2:19][CH2:18][CH2:17][CH2:16][CH2:15]5)[CH2:10]4)[S:8][C:4]=3[CH:3]=2)=[CH:26][N:25]=1. Given the reactants Br[C:2]1[CH:21]=[CH:20][C:5]2[N:6]=[C:7]([N:9]3[CH2:13][CH2:12][C@@H:11]([N:14]4[CH2:19][CH2:18][CH2:17][CH2:16][CH2:15]4)[CH2:10]3)[S:8][C:4]=2[CH:3]=1.[CH3:22][O:23][C:24]1[N:29]=[CH:28][C:27](B2OC(C)(C)C(C)(C)O2)=[CH:26][N:25]=1.C1CCC(P(C2C(C3C=CC=CC=3)=CC=CC=2)C2CCCCC2)CC1.C(=O)([O-])[O-].[Na+].[Na+], predict the reaction product. (3) The product is: [C:17]([NH2:14])(=[O:22])[C:18]1[CH:6]=[CH:5][CH:4]=[CH:3][CH:2]=1. Given the reactants N[C:2]1C=CC=C2[C:3]=1[CH:4]=[CH:5][CH:6]=N2.C([N:14]([CH2:17][CH3:18])CC)C.C1C[O:22]CC1, predict the reaction product. (4) Given the reactants [CH:1]([C:4]1[CH:9]=[CH:8][C:7]([CH:10]2[C:14]3[C:15]([CH3:22])=[C:16]([OH:21])[C:17]([CH3:20])=[C:18]([CH3:19])[C:13]=3[O:12][C:11]2([CH3:24])[CH3:23])=[CH:6][CH:5]=1)([CH3:3])[CH3:2].[CH3:25][O:26][C:27]1[CH:34]=[CH:33][C:30]([CH2:31]Cl)=[CH:29][CH:28]=1, predict the reaction product. The product is: [CH:1]([C:4]1[CH:9]=[CH:8][C:7]([CH:10]2[C:14]3[C:15]([CH3:22])=[C:16]([O:21][CH2:31][C:30]4[CH:33]=[CH:34][C:27]([O:26][CH3:25])=[CH:28][CH:29]=4)[C:17]([CH3:20])=[C:18]([CH3:19])[C:13]=3[O:12][C:11]2([CH3:24])[CH3:23])=[CH:6][CH:5]=1)([CH3:3])[CH3:2]. (5) Given the reactants C([O:3][C:4]([CH:6]1[CH2:8][C:7]1([F:16])[C:9]1[CH:14]=[CH:13][CH:12]=[CH:11][C:10]=1[F:15])=[O:5])C.[K], predict the reaction product. The product is: [F:16][C:7]1([C:9]2[CH:14]=[CH:13][CH:12]=[CH:11][C:10]=2[F:15])[CH2:8][CH:6]1[C:4]([OH:5])=[O:3]. (6) Given the reactants [Na].[CH2:2]([N:9]1[CH2:14][CH2:13][N:12]([CH2:15][CH2:16][CH2:17][NH:18][S:19]([CH2:22][CH2:23][CH2:24]Cl)(=[O:21])=[O:20])[CH2:11][CH2:10]1)[C:3]1[CH:8]=[CH:7][CH:6]=[CH:5][CH:4]=1, predict the reaction product. The product is: [CH2:2]([N:9]1[CH2:14][CH2:13][N:12]([CH2:15][CH2:16][CH2:17][N:18]2[CH2:24][CH2:23][CH2:22][S:19]2(=[O:21])=[O:20])[CH2:11][CH2:10]1)[C:3]1[CH:8]=[CH:7][CH:6]=[CH:5][CH:4]=1.